Dataset: Full USPTO retrosynthesis dataset with 1.9M reactions from patents (1976-2016). Task: Predict the reactants needed to synthesize the given product. (1) Given the product [S:19]1[CH:20]=[CH:21][C:17]2[CH:16]=[C:15]([N:9]3[CH2:10][CH2:11][CH2:12][N:7]([C:3]4[CH:2]=[N:1][CH:6]=[CH:5][CH:4]=4)[C:8]3=[O:13])[CH:23]=[CH:22][C:18]1=2, predict the reactants needed to synthesize it. The reactants are: [N:1]1[CH:6]=[CH:5][CH:4]=[C:3]([N:7]2[CH2:12][CH2:11][CH2:10][NH:9][C:8]2=[O:13])[CH:2]=1.I[C:15]1[CH:23]=[CH:22][C:18]2[S:19][CH:20]=[CH:21][C:17]=2[CH:16]=1.N[C@@H]1CCCC[C@H]1N.C(=O)([O-])[O-].[K+].[K+]. (2) Given the product [NH2:49][C:9]1[C:8]2[N:31]=[C:5]([CH2:4][O:3][CH2:1][CH3:2])[N:6]([CH2:32][C:33]([OH:36])([CH3:35])[CH3:34])[C:7]=2[C:16]2[CH:15]=[CH:14][C:13]([O:17][CH:18]3[CH2:19][CH2:20][N:21]([C:24]([O:26][C:27]([CH3:30])([CH3:28])[CH3:29])=[O:25])[CH2:22][CH2:23]3)=[CH:12][C:11]=2[N:10]=1, predict the reactants needed to synthesize it. The reactants are: [CH2:1]([O:3][CH2:4][C:5]1[N:6]([CH2:32][C:33]([OH:36])([CH3:35])[CH3:34])[C:7]2[C:16]3[CH:15]=[CH:14][C:13]([O:17][CH:18]4[CH2:23][CH2:22][N:21]([C:24]([O:26][C:27]([CH3:30])([CH3:29])[CH3:28])=[O:25])[CH2:20][CH2:19]4)=[CH:12][C:11]=3[N:10]=[CH:9][C:8]=2[N:31]=1)[CH3:2].ClC1C=C(C=CC=1)C(OO)=O.[OH-].[NH4+:49].C1(C)C=CC(S(Cl)(=O)=O)=CC=1. (3) Given the product [F:36][C:37]([F:50])([F:49])[S:38]([O:4][C@H:5]1[CH2:6][C@@:7]2([CH2:25][CH:26]=[C:27]([CH3:29])[CH3:28])[C:20](=[O:21])[C@H:11]([C:10](=[O:22])[CH:9]=[C:8]2[O:23][CH3:24])[C@:12]1([CH3:19])[CH2:13][CH2:14][CH:15]=[C:16]([CH3:17])[CH3:18])(=[O:40])=[O:39], predict the reactants needed to synthesize it. The reactants are: C(Cl)Cl.[OH:4][C@@H:5]1[C@@:12]([CH3:19])([CH2:13][CH2:14][CH:15]=[C:16]([CH3:18])[CH3:17])[C@@H:11]2[C:20](=[O:21])[C@@:7]([CH2:25][CH:26]=[C:27]([CH3:29])[CH3:28])([C:8]([O:23][CH3:24])=[CH:9][C:10]2=[O:22])[CH2:6]1.N1C=CC=CC=1.[F:36][C:37]([F:50])([F:49])[S:38](O[S:38]([C:37]([F:50])([F:49])[F:36])(=[O:40])=[O:39])(=[O:40])=[O:39].